This data is from Reaction yield outcomes from USPTO patents with 853,638 reactions. The task is: Predict the reaction yield, written as a fraction of the theoretical maximum amount of product (1.0 means a 100% yield; for example, 0.34 means a 34% yield). (1) The reactants are C(C1[C:4]2[C:11]([CH3:12])=[CH:10][CH:9]=[CH:8][C:5]=2[S:6][CH:7]=1)#N.[OH-:13].[Na+].[CH2:15]([OH:18])[CH2:16]O.Cl. The catalyst is O. The product is [CH3:12][C:11]1[C:4]2[C:16]([C:15]([OH:18])=[O:13])=[CH:7][S:6][C:5]=2[CH:8]=[CH:9][CH:10]=1. The yield is 0.777. (2) The reactants are [CH2:1]([O:8][C:9]([N:11]1[CH2:16][C@H:15]([O:17][Si](C(C)(C)C)(C)C)[CH2:14][C@H:13]([O:25][C:26](=[O:33])[C:27]2[CH:32]=[CH:31][CH:30]=[CH:29][CH:28]=2)[CH2:12]1)=[O:10])[C:2]1[CH:7]=[CH:6][CH:5]=[CH:4][CH:3]=1.[F-].C([N+](CCCC)(CCCC)CCCC)CCC.O. The catalyst is C1COCC1. The product is [CH2:1]([O:8][C:9]([N:11]1[CH2:16][C@H:15]([OH:17])[CH2:14][C@H:13]([O:25][C:26](=[O:33])[C:27]2[CH:32]=[CH:31][CH:30]=[CH:29][CH:28]=2)[CH2:12]1)=[O:10])[C:2]1[CH:7]=[CH:6][CH:5]=[CH:4][CH:3]=1. The yield is 0.950. (3) The reactants are [ClH:1].C([N:9]1[CH2:14][CH2:13][CH:12]([CH2:15][C:16]([O:18][CH3:19])=[O:17])[CH2:11][CH2:10]1)(OC(C)(C)C)=O. The catalyst is Cl.O1CCOCC1. The product is [ClH:1].[NH:9]1[CH2:14][CH2:13][CH:12]([CH2:15][C:16]([O:18][CH3:19])=[O:17])[CH2:11][CH2:10]1. The yield is 0.760. (4) The reactants are [Cl:1][C:2]1[CH:7]=[CH:6][C:5](Br)=[CH:4][CH:3]=1.[C:9]([O:13][C:14]([N:16]1[CH2:21][CH2:20][NH:19][C@@H:18]([CH3:22])[CH2:17]1)=[O:15])([CH3:12])([CH3:11])[CH3:10].CC(C)([O-])C.[Na+]. The catalyst is C1(C)C=CC=CC=1.[Pd].[Pd].C(=CC(C=CC1C=CC=CC=1)=O)C1C=CC=CC=1.C(=CC(C=CC1C=CC=CC=1)=O)C1C=CC=CC=1.C(=CC(C=CC1C=CC=CC=1)=O)C1C=CC=CC=1.C1C=CC(P(C2C(C3C(P(C4C=CC=CC=4)C4C=CC=CC=4)=CC=C4C=3C=CC=C4)=C3C(C=CC=C3)=CC=2)C2C=CC=CC=2)=CC=1. The product is [C:9]([O:13][C:14]([N:16]1[CH2:21][CH2:20][N:19]([C:5]2[CH:6]=[CH:7][C:2]([Cl:1])=[CH:3][CH:4]=2)[C@@H:18]([CH3:22])[CH2:17]1)=[O:15])([CH3:12])([CH3:10])[CH3:11]. The yield is 0.510. (5) The reactants are [CH:1](=O)[C:2]1[CH:7]=[CH:6][CH:5]=[CH:4][CH:3]=1.[Cl:9][C:10]1[CH:15]=[CH:14][C:13]([CH:16]([CH2:19][NH2:20])[CH2:17][NH2:18])=[CH:12][CH:11]=1.C([O-])([O-])=O.[K+].[K+].II.[O-]S([O-])=O.[Na+].[Na+]. The catalyst is CC(O)(C)C. The product is [Cl:9][C:10]1[CH:11]=[CH:12][C:13]([CH:16]2[CH2:19][NH:20][C:1]([C:2]3[CH:7]=[CH:6][CH:5]=[CH:4][CH:3]=3)=[N:18][CH2:17]2)=[CH:14][CH:15]=1. The yield is 0.870.